From a dataset of Reaction yield outcomes from USPTO patents with 853,638 reactions. Predict the reaction yield, written as a fraction of the theoretical maximum amount of product (1.0 means a 100% yield; for example, 0.34 means a 34% yield). (1) The product is [CH2:8]([O:10][C:11]([C:13]1[NH:14][CH:15]=[C:16]([CH2:18][CH2:19][C:20]2[CH:25]=[CH:24][CH:23]=[CH:22][C:21]=2[Br:26])[CH:17]=1)=[O:12])[CH3:9]. The yield is 0.573. The reactants are C([SiH](CC)CC)C.[CH2:8]([O:10][C:11]([C:13]1[NH:14][CH:15]=[C:16]([C:18](=O)[CH2:19][C:20]2[CH:25]=[CH:24][CH:23]=[CH:22][C:21]=2[Br:26])[CH:17]=1)=[O:12])[CH3:9]. The catalyst is FC(F)(F)C(O)=O. (2) The reactants are [N:1]1([C:6]2[CH:14]=[CH:13][C:9]([C:10]([OH:12])=O)=[CH:8][CH:7]=2)[CH:5]=[CH:4][N:3]=[N:2]1.C(Cl)(=O)C(Cl)=O.[CH3:21][C:22]([CH3:36])([CH3:35])[CH2:23][NH:24][C:25]1[C:30]([C:31]#[CH:32])=[CH:29][N:28]=[C:27]([C:33]#[N:34])[N:26]=1.C(N(CC)CC)C. The catalyst is C(Cl)Cl.CN(C=O)C.[Cu]I.CCOC(C)=O.CCCCCC. The product is [CH3:21][C:22]([CH3:36])([CH3:35])[CH2:23][NH:24][C:25]1[C:30]([C:31]#[C:32][C:10](=[O:12])[C:9]2[CH:8]=[CH:7][C:6]([N:1]3[CH:5]=[CH:4][N:3]=[N:2]3)=[CH:14][CH:13]=2)=[CH:29][N:28]=[C:27]([C:33]#[N:34])[N:26]=1. The yield is 0.310. (3) The reactants are [Br:1][C:2]1[CH:3]=[C:4]2[NH:10][CH:9]=[N:8][C:5]2=[N:6][CH:7]=1.[H-].[Na+].[C:13]1([C:19](Cl)([C:26]2[CH:31]=[CH:30][CH:29]=[CH:28][CH:27]=2)[C:20]2[CH:25]=[CH:24][CH:23]=[CH:22][CH:21]=2)[CH:18]=[CH:17][CH:16]=[CH:15][CH:14]=1. The catalyst is CN(C)C=O. The product is [Br:1][C:2]1[CH:3]=[C:4]2[N:10]=[CH:9][N:8]([C:19]([C:13]3[CH:18]=[CH:17][CH:16]=[CH:15][CH:14]=3)([C:26]3[CH:27]=[CH:28][CH:29]=[CH:30][CH:31]=3)[C:20]3[CH:21]=[CH:22][CH:23]=[CH:24][CH:25]=3)[C:5]2=[N:6][CH:7]=1. The yield is 0.370. (4) The reactants are [N:1]1[CH:6]=[CH:5][CH:4]=[C:3]([CH:7]=O)[CH:2]=1.[N+:9]([C:12]1[CH:17]=[CH:16][C:15]([NH:18][NH2:19])=[CH:14][CH:13]=1)([O-:11])=[O:10]. The catalyst is C(O)(=O)C.C(O)C. The product is [N+:9]([C:12]1[CH:13]=[CH:14][C:15]([NH:18][N:19]=[CH:7][C:3]2[CH:4]=[CH:5][CH:6]=[N:1][CH:2]=2)=[CH:16][CH:17]=1)([O-:11])=[O:10]. The yield is 0.960.